This data is from NCI-60 drug combinations with 297,098 pairs across 59 cell lines. The task is: Regression. Given two drug SMILES strings and cell line genomic features, predict the synergy score measuring deviation from expected non-interaction effect. (1) Drug 1: CS(=O)(=O)OCCCCOS(=O)(=O)C. Drug 2: CC(C)(C#N)C1=CC(=CC(=C1)CN2C=NC=N2)C(C)(C)C#N. Cell line: OVCAR-5. Synergy scores: CSS=12.8, Synergy_ZIP=-2.65, Synergy_Bliss=2.46, Synergy_Loewe=1.17, Synergy_HSA=0.843. (2) Drug 1: C1=NC2=C(N=C(N=C2N1C3C(C(C(O3)CO)O)F)Cl)N. Drug 2: CC12CCC3C(C1CCC2OP(=O)(O)O)CCC4=C3C=CC(=C4)OC(=O)N(CCCl)CCCl.[Na+]. Cell line: SNB-19. Synergy scores: CSS=5.20, Synergy_ZIP=-2.83, Synergy_Bliss=0.182, Synergy_Loewe=-4.93, Synergy_HSA=-1.23.